This data is from Full USPTO retrosynthesis dataset with 1.9M reactions from patents (1976-2016). The task is: Predict the reactants needed to synthesize the given product. (1) Given the product [NH2:2][C:1]1[CH:3]=[C:4]([C:16]2[CH:17]=[CH:18][C:19]([C:20]([O:22][CH2:23][CH3:40])=[O:21])=[CH:24][CH:25]=2)[NH:27][C:28]=1[C:29]([O:31][CH2:32][CH3:33])=[O:30], predict the reactants needed to synthesize it. The reactants are: [C:1]([CH:3]=[C:4]([C:16]1[CH:25]=[CH:24][C:19]([C:20]([O:22][CH3:23])=[O:21])=[CH:18][CH:17]=1)OS(C1C=CC(C)=CC=1)(=O)=O)#[N:2].Cl.[NH2:27][CH:28](C(OCC)=O)[C:29]([O:31][CH2:32][CH3:33])=[O:30].[O-][CH2:40]C.[Na+].Cl. (2) Given the product [Br:25][CH2:24][C:23]1[NH:17][C:14]2[CH:15]=[CH:16][C:11]([C:6]3[CH:7]=[CH:8][CH:9]=[CH:10][C:5]=3[S:2]([CH3:1])(=[O:3])=[O:4])=[CH:12][C:13]=2[N:18]=1, predict the reactants needed to synthesize it. The reactants are: [CH3:1][S:2]([C:5]1[CH:10]=[CH:9][CH:8]=[CH:7][C:6]=1[C:11]1[CH:16]=[CH:15][C:14]([NH2:17])=[C:13]([NH2:18])[CH:12]=1)(=[O:4])=[O:3].Cl.C(O[C:23](=N)[CH2:24][Br:25])C. (3) Given the product [CH3:1][O:2][C:3]1[CH:8]=[CH:7][CH:6]=[CH:5][C:4]=1[N:9]1[CH:10]2[CH2:16][CH2:15][CH:14]1[CH2:13][C:12]([C:19]1[CH:24]=[CH:23][CH:22]=[C:21]([O:25][CH3:26])[CH:20]=1)([C:17]([NH2:18])=[O:27])[CH2:11]2, predict the reactants needed to synthesize it. The reactants are: [CH3:1][O:2][C:3]1[CH:8]=[CH:7][CH:6]=[CH:5][C:4]=1[N:9]1[CH:14]2[CH2:15][CH2:16][CH:10]1[CH2:11][C:12]([C:19]1[CH:24]=[CH:23][CH:22]=[C:21]([O:25][CH3:26])[CH:20]=1)([C:17]#[N:18])[CH2:13]2.[OH-:27].[K+].O. (4) The reactants are: [CH3:1][S:2][C:3]1[CH:4]=[CH:5][C:6]([CH:9]([CH2:14][CH:15]2[CH2:20][CH2:19][O:18][CH2:17][CH2:16]2)[C:10](=[O:13])[CH:11]=[CH2:12])=[N:7][CH:8]=1.C(O)C.O1CCCC1.[OH:29][CH:30]([C:34]1[S:38][C:37]([CH:39]=[O:40])=[N:36][CH:35]=1)[CH2:31][O:32][CH3:33]. Given the product [OH:29][CH:30]([C:34]1[S:38][C:37]([C:39](=[O:40])[CH2:12][CH2:11][C:10](=[O:13])[CH:9]([C:6]2[CH:5]=[CH:4][C:3]([S:2][CH3:1])=[CH:8][N:7]=2)[CH2:14][CH:15]2[CH2:16][CH2:17][O:18][CH2:19][CH2:20]2)=[N:36][CH:35]=1)[CH2:31][O:32][CH3:33], predict the reactants needed to synthesize it. (5) Given the product [C:38]([NH:41][CH2:42][CH2:43][NH:44][C:34]([CH:16]1[CH:15]([C:11]2[CH:12]=[CH:13][CH:14]=[C:9]([Cl:8])[C:10]=2[F:37])[C:19]([C:22]2[CH:23]=[CH:24][C:25]([Cl:28])=[CH:26][CH:27]=2)([C:20]#[N:21])[CH:18]([CH2:29][C:30]([CH3:33])([CH3:31])[CH3:32])[NH:17]1)=[O:36])(=[O:40])[CH3:39], predict the reactants needed to synthesize it. The reactants are: FC(F)(F)C(O)=O.[Cl:8][C:9]1[C:10]([F:37])=[C:11]([CH:15]2[C:19]([C:22]3[CH:27]=[CH:26][C:25]([Cl:28])=[CH:24][CH:23]=3)([C:20]#[N:21])[CH:18]([CH2:29][C:30]([CH3:33])([CH3:32])[CH3:31])[NH:17][CH:16]2[C:34]([OH:36])=O)[CH:12]=[CH:13][CH:14]=1.[C:38]([NH:41][CH2:42][CH2:43][NH2:44])(=[O:40])[CH3:39].CN(C(ON1N=NC2C=CC=NC1=2)=[N+](C)C)C.F[P-](F)(F)(F)(F)F.CCN(C(C)C)C(C)C. (6) Given the product [Br:1][C:2]1[CH:19]=[CH:18][C:5]2[N:6]=[C:7]([NH:9][C:10]3[CH:15]=[CH:14][N:13]=[C:12]([S:16]([CH3:17])(=[O:20])=[O:26])[N:11]=3)[S:8][C:4]=2[CH:3]=1, predict the reactants needed to synthesize it. The reactants are: [Br:1][C:2]1[CH:19]=[CH:18][C:5]2[N:6]=[C:7]([NH:9][C:10]3[CH:15]=[CH:14][N:13]=[C:12]([S:16][CH3:17])[N:11]=3)[S:8][C:4]=2[CH:3]=1.[OH:20]OS([O-])=O.[K+].[OH2:26]. (7) Given the product [C:1]([C:5]1[CH:23]=[C:8]2[N:9]=[C:10]([CH3:22])[C:11]([CH:14]([CH2:19][CH2:20][CH3:21])[C:15]([O:17][CH3:18])=[O:16])=[C:12]([C:32]3[CH:33]=[CH:34][C:25]4[O:24][CH2:30][CH2:29][CH2:28][O:27][C:26]=4[CH:31]=3)[N:7]2[N:6]=1)([CH3:4])([CH3:3])[CH3:2], predict the reactants needed to synthesize it. The reactants are: [C:1]([C:5]1[CH:23]=[C:8]2[N:9]=[C:10]([CH3:22])[C:11]([CH:14]([CH2:19][CH2:20][CH3:21])[C:15]([O:17][CH3:18])=[O:16])=[C:12](Cl)[N:7]2[N:6]=1)([CH3:4])([CH3:3])[CH3:2].[O:24]1[CH2:30][CH2:29][CH2:28][O:27][C:26]2[CH:31]=[C:32](B(O)O)[CH:33]=[CH:34][C:25]1=2.C(N(C(C)C)CC)(C)C. (8) Given the product [F:19][C:14]1[CH:15]=[CH:16][CH:17]=[CH:18][C:13]=1[C:11]1[N:10]=[C:9]([CH3:20])[N:8]([NH2:7])[CH:12]=1, predict the reactants needed to synthesize it. The reactants are: C(OC(=O)[NH:7][N:8]1[CH:12]=[C:11]([C:13]2[CH:18]=[CH:17][CH:16]=[CH:15][C:14]=2[F:19])[N:10]=[C:9]1[CH3:20])(C)(C)C.FC(F)(F)C(O)=O.[OH-].[Na+]. (9) Given the product [C:3]1([CH2:9][N:10]2[CH2:11][CH2:12][CH:13]([N:39]([CH2:33][CH3:34])[C:30](=[O:32])[CH2:29][C:26]3[CH:25]=[CH:24][C:23]([S:20]([CH3:19])(=[O:21])=[O:22])=[CH:28][CH:27]=3)[CH2:14][CH2:15]2)[CH:4]=[CH:5][CH:6]=[CH:7][CH:8]=1, predict the reactants needed to synthesize it. The reactants are: Cl.Cl.[C:3]1([CH2:9][N:10]2[CH2:15][CH2:14][CH2:13][CH2:12][CH:11]2NCC)[CH:8]=[CH:7][CH:6]=[CH:5][CH:4]=1.[CH3:19][S:20]([C:23]1[CH:28]=[CH:27][C:26]([CH2:29][C:30]([OH:32])=O)=[CH:25][CH:24]=1)(=[O:22])=[O:21].[CH:33]1([N:39]=C=NC2CCCCC2)CCCC[CH2:34]1. (10) Given the product [C:1]([O:5][C:6]([NH:8][C:9]1([C:15]([O:17][CH3:18])=[O:16])[CH2:14][CH2:13][N:12]([C:19]([O:21][C:22]([CH3:25])([CH3:24])[CH3:23])=[O:20])[CH2:11][CH2:10]1)=[O:7])([CH3:4])([CH3:3])[CH3:2], predict the reactants needed to synthesize it. The reactants are: [C:1]([O:5][C:6]([NH:8][C:9]1([C:15]([O:17][CH3:18])=[O:16])[CH2:14][CH2:13][NH:12][CH2:11][CH2:10]1)=[O:7])([CH3:4])([CH3:3])[CH3:2].[C:19](O[C:19]([O:21][C:22]([CH3:25])([CH3:24])[CH3:23])=[O:20])([O:21][C:22]([CH3:25])([CH3:24])[CH3:23])=[O:20].